This data is from Forward reaction prediction with 1.9M reactions from USPTO patents (1976-2016). The task is: Predict the product of the given reaction. (1) Given the reactants [CH:1]1([NH:7][C:8](=[O:20])[C:9]([S:12][C:13]2[CH:18]=[CH:17][C:16]([OH:19])=[CH:15][CH:14]=2)([CH3:11])[CH3:10])[CH2:6][CH2:5][CH2:4][CH2:3][CH2:2]1.I[CH2:22][CH3:23].[H-].[Na+].O, predict the reaction product. The product is: [CH:1]1([NH:7][C:8](=[O:20])[C:9]([S:12][C:13]2[CH:14]=[CH:15][C:16]([O:19][CH2:22][CH3:23])=[CH:17][CH:18]=2)([CH3:11])[CH3:10])[CH2:2][CH2:3][CH2:4][CH2:5][CH2:6]1. (2) Given the reactants [Br-].C1([PH+](C2C=CC=CC=2)C2C=CC=CC=2)C=CC=CC=1.[C:21]([O:25][C:26](=[O:38])[N:27](C[C@H]1CC[C@H](C=O)CC1)[CH3:28])([CH3:24])([CH3:23])[CH3:22].C(=O)([O-])[O-].[K+].[K+], predict the reaction product. The product is: [C:21]([O:25][C:26](=[O:38])[NH:27][CH3:28])([CH3:24])([CH3:23])[CH3:22]. (3) Given the reactants [C:1]([C:3]1[C:8](=[O:9])[N:7]([CH2:10][C:11]2[CH:16]=[CH:15][C:14]([CH3:17])=[CH:13][C:12]=2[CH3:18])[C:6]([C:19]2[CH:20]=[C:21]([C:25]3[CH:33]=[C:32]4[C:28]([CH:29]=[C:30]([C:34](O)=[O:35])[NH:31]4)=[CH:27][CH:26]=3)[CH:22]=[CH:23][CH:24]=2)=[CH:5][C:4]=1[C:37]([F:40])([F:39])[F:38])#[N:2].C(Cl)(=O)C([Cl:44])=O, predict the reaction product. The product is: [C:1]([C:3]1[C:8](=[O:9])[N:7]([CH2:10][C:11]2[CH:16]=[CH:15][C:14]([CH3:17])=[CH:13][C:12]=2[CH3:18])[C:6]([C:19]2[CH:20]=[C:21]([C:25]3[CH:33]=[C:32]4[C:28]([CH:29]=[C:30]([C:34]([Cl:44])=[O:35])[NH:31]4)=[CH:27][CH:26]=3)[CH:22]=[CH:23][CH:24]=2)=[CH:5][C:4]=1[C:37]([F:40])([F:39])[F:38])#[N:2]. (4) Given the reactants [CH3:1][C:2]1[CH:11]=[CH:10][C:5]([C:6]([O:8]C)=[O:7])=[CH:4][C:3]=1[N:12]1[C:21](=[O:22])[C:20]2[C:15](=[CH:16][CH:17]=[C:18]([N:23]3[CH2:28][CH2:27][N:26]([CH2:29][CH2:30][O:31][CH3:32])[CH2:25][CH2:24]3)[CH:19]=2)[N:14]=[CH:13]1.[OH-].[Na+], predict the reaction product. The product is: [CH3:1][C:2]1[CH:11]=[CH:10][C:5]([C:6]([OH:8])=[O:7])=[CH:4][C:3]=1[N:12]1[C:21](=[O:22])[C:20]2[C:15](=[CH:16][CH:17]=[C:18]([N:23]3[CH2:24][CH2:25][N:26]([CH2:29][CH2:30][O:31][CH3:32])[CH2:27][CH2:28]3)[CH:19]=2)[N:14]=[CH:13]1.